This data is from Reaction yield outcomes from USPTO patents with 853,638 reactions. The task is: Predict the reaction yield, written as a fraction of the theoretical maximum amount of product (1.0 means a 100% yield; for example, 0.34 means a 34% yield). (1) The reactants are [OH-].[K+].[Br:3][C:4]1[NH:5][C:6]2[C:11]([C:12]=1[CH:13]1[CH2:18][CH2:17][CH2:16][CH2:15][CH2:14]1)=[CH:10][CH:9]=[C:8]([C:19]([O:21]C)=[O:20])[CH:7]=2.CO. The catalyst is O. The product is [Br:3][C:4]1[NH:5][C:6]2[C:11]([C:12]=1[CH:13]1[CH2:18][CH2:17][CH2:16][CH2:15][CH2:14]1)=[CH:10][CH:9]=[C:8]([C:19]([OH:21])=[O:20])[CH:7]=2. The yield is 0.980. (2) The reactants are [C:1]([C:3]1[C:11]2[C:6](=[CH:7][CH:8]=[C:9]([CH2:12][CH:13]3[CH2:15][CH:14]3[C:16]([OH:18])=O)[CH:10]=2)[NH:5][CH:4]=1)#[N:2].Cl.[CH3:20][N:21](C)[OH:22].Cl.[CH3:25]N(C)CCCN=C=NCC.C(N(CC)CC)C. The catalyst is ClCCl. The product is [CH3:25][O:22][N:21]([CH3:20])[C:16]([CH:14]1[CH2:15][CH:13]1[CH2:12][C:9]1[CH:10]=[C:11]2[C:6](=[CH:7][CH:8]=1)[NH:5][CH:4]=[C:3]2[C:1]#[N:2])=[O:18]. The yield is 0.790. (3) The reactants are Br[C:2]1[CH:7]=[C:6]([N+:8]([O-:10])=[O:9])[CH:5]=[CH:4][C:3]=1[C:11]([CH3:14])([CH3:13])[CH3:12].[CH3:15][N:16](C=O)C. The catalyst is O.[C-]#N.[C-]#N.[Zn+2].C1C=CC([P]([Pd]([P](C2C=CC=CC=2)(C2C=CC=CC=2)C2C=CC=CC=2)([P](C2C=CC=CC=2)(C2C=CC=CC=2)C2C=CC=CC=2)[P](C2C=CC=CC=2)(C2C=CC=CC=2)C2C=CC=CC=2)(C2C=CC=CC=2)C2C=CC=CC=2)=CC=1. The product is [C:11]([C:3]1[CH:4]=[CH:5][C:6]([N+:8]([O-:10])=[O:9])=[CH:7][C:2]=1[C:15]#[N:16])([CH3:14])([CH3:13])[CH3:12]. The yield is 0.800. (4) The product is [Br:32][C:30]1[CH:31]=[C:26]([NH:25][CH2:20][C:19]2[CH:22]=[CH:23][CH:24]=[C:17]([O:16][CH3:15])[CH:18]=2)[CH:27]=[N:28][CH:29]=1. The yield is 0.780. The catalyst is C(Cl)Cl. The reactants are C(O[BH-](OC(=O)C)OC(=O)C)(=O)C.[Na+].[CH3:15][O:16][C:17]1[CH:18]=[C:19]([CH:22]=[CH:23][CH:24]=1)[CH:20]=O.[NH2:25][C:26]1[CH:27]=[N:28][CH:29]=[C:30]([Br:32])[CH:31]=1. (5) The reactants are Br[CH2:2][CH2:3][CH2:4][N:5]1[C:9]2[CH:10]=[CH:11][C:12]([CH:14]=[O:15])=[CH:13][C:8]=2[N:7]=[N:6]1.[OH:16][C:17]([C:34]1[S:35][CH:36]=[CH:37][CH:38]=1)([C:29]1[S:30][CH:31]=[CH:32][CH:33]=1)[C:18]([O:20][C@H:21]1[CH2:26][CH2:25][C@H:24]([NH:27][CH3:28])[CH2:23][CH2:22]1)=[O:19].C(N(C(C)C)CC)(C)C. The catalyst is C(#N)C. The product is [OH:16][C:17]([C:29]1[S:30][CH:31]=[CH:32][CH:33]=1)([C:34]1[S:35][CH:36]=[CH:37][CH:38]=1)[C:18]([O:20][C@H:21]1[CH2:22][CH2:23][C@H:24]([N:27]([CH2:2][CH2:3][CH2:4][N:5]2[C:9]3[CH:10]=[CH:11][C:12]([CH:14]=[O:15])=[CH:13][C:8]=3[N:7]=[N:6]2)[CH3:28])[CH2:25][CH2:26]1)=[O:19]. The yield is 0.510. (6) The product is [CH:23]([Si:22]([CH:29]([CH3:31])[CH3:30])([CH:26]([CH3:28])[CH3:27])[O:20][CH:15]([C:2]1[CH:7]=[CH:6][CH:5]=[CH:4][C:3]=1[CH:8]=[CH2:9])[CH2:16][CH2:17][CH:18]=[CH2:19])([CH3:25])[CH3:24]. The catalyst is C1COCC1.C1C=CC=CC=1. The reactants are Br[C:2]1[CH:7]=[CH:6][CH:5]=[CH:4][C:3]=1[CH:8]=[CH2:9].[Li]CCCC.[CH:15](=[O:20])[CH2:16][CH2:17][CH:18]=[CH2:19].Cl[Si:22]([CH:29]([CH3:31])[CH3:30])([CH:26]([CH3:28])[CH3:27])[CH:23]([CH3:25])[CH3:24]. The yield is 0.740. (7) The reactants are C[Si](C)(C)[C:3]#[C:4][C:5]1[CH:10]=[CH:9][CH:8]=[CH:7][C:6]=1[N+:11]([O-:13])=[O:12].[F:16][C:17]1[N:22]=[C:21]([F:23])[C:20]([F:24])=[C:19](F)[C:18]=1[F:26].[F-].[Cs+].ClCCl. The catalyst is CN(C=O)C.[Cl-].[Na+].O. The product is [F:23][C:21]1[C:20]([F:24])=[C:19]([C:3]#[C:4][C:5]2[CH:10]=[CH:9][CH:8]=[CH:7][C:6]=2[N+:11]([O-:13])=[O:12])[C:18]([F:26])=[C:17]([F:16])[N:22]=1. The yield is 0.770.